The task is: Predict the reactants needed to synthesize the given product.. This data is from Full USPTO retrosynthesis dataset with 1.9M reactions from patents (1976-2016). (1) Given the product [CH3:43][C:7]1[CH:8]=[C:9]([O:12][CH2:13][C:14]#[C:15][C:16]2[CH:21]=[C:20]([C:22]#[C:23][C:24]3[CH:29]=[CH:28][C:27]([C:30]([F:33])([F:32])[F:31])=[CH:26][CH:25]=3)[CH:19]=[C:18]([C:34]#[C:35][CH2:36][N:37]3[CH2:42][CH2:41][O:40][CH2:39][CH2:38]3)[CH:17]=2)[CH:10]=[CH:11][C:6]=1[O:5][CH2:4][C:3]([OH:44])=[O:2], predict the reactants needed to synthesize it. The reactants are: C[O:2][C:3](=[O:44])[CH2:4][O:5][C:6]1[CH:11]=[CH:10][C:9]([O:12][CH2:13][C:14]#[C:15][C:16]2[CH:21]=[C:20]([C:22]#[C:23][C:24]3[CH:29]=[CH:28][C:27]([C:30]([F:33])([F:32])[F:31])=[CH:26][CH:25]=3)[CH:19]=[C:18]([C:34]#[C:35][CH2:36][N:37]3[CH2:42][CH2:41][O:40][CH2:39][CH2:38]3)[CH:17]=2)=[CH:8][C:7]=1[CH3:43].[Li+].[OH-].O.Cl. (2) Given the product [N:4]1([C:10]2[CH:11]=[C:12]3[C:16](=[CH:17][CH:18]=2)[C:15](=[N:22][OH:21])[CH2:14][CH2:13]3)[CH2:9][CH2:8][O:7][CH2:6][CH2:5]1, predict the reactants needed to synthesize it. The reactants are: C(O)C.[N:4]1([C:10]2[CH:11]=[C:12]3[C:16](=[CH:17][CH:18]=2)[C:15](=O)[CH2:14][CH2:13]3)[CH2:9][CH2:8][O:7][CH2:6][CH2:5]1.[Cl-].[OH:21][NH3+:22].C(N(CC)CC)C.